Dataset: Full USPTO retrosynthesis dataset with 1.9M reactions from patents (1976-2016). Task: Predict the reactants needed to synthesize the given product. Given the product [OH:9][C:5]1[CH:4]=[C:3]([OH:2])[CH:8]=[CH:7][C:6]=1[C:22](=[O:23])[CH2:21][C:15]1[CH:16]=[CH:17][C:18]([OH:19])=[C:13]([OH:12])[CH:14]=1, predict the reactants needed to synthesize it. The reactants are: C[O:2][C:3]1[CH:8]=[CH:7][CH:6]=[C:5]([O:9]C)[CH:4]=1.C[O:12][C:13]1[CH:14]=[C:15]([CH2:21][C:22](O)=[O:23])[CH:16]=[CH:17][C:18]=1[O:19]C.